From a dataset of Peptide-MHC class I binding affinity with 185,985 pairs from IEDB/IMGT. Regression. Given a peptide amino acid sequence and an MHC pseudo amino acid sequence, predict their binding affinity value. This is MHC class I binding data. (1) The peptide sequence is ETAKVIKLV. The MHC is HLA-A02:02 with pseudo-sequence HLA-A02:02. The binding affinity (normalized) is 0.270. (2) The peptide sequence is CYMHVSDYY. The MHC is HLA-B46:01 with pseudo-sequence HLA-B46:01. The binding affinity (normalized) is 0.0847. (3) The peptide sequence is EDIDSVETL. The MHC is HLA-B40:02 with pseudo-sequence HLA-B40:02. The binding affinity (normalized) is 0.341. (4) The peptide sequence is RIQRRDDVDR. The MHC is HLA-A11:01 with pseudo-sequence HLA-A11:01. The binding affinity (normalized) is 0. (5) The peptide sequence is MTMLIKAFK. The MHC is HLA-A68:23 with pseudo-sequence HLA-A68:23. The binding affinity (normalized) is 0.851. (6) The peptide sequence is LTGYGTVTM. The MHC is Mamu-A02 with pseudo-sequence Mamu-A02. The binding affinity (normalized) is 1.00.